Dataset: Peptide-MHC class II binding affinity with 134,281 pairs from IEDB. Task: Regression. Given a peptide amino acid sequence and an MHC pseudo amino acid sequence, predict their binding affinity value. This is MHC class II binding data. (1) The peptide sequence is INEPTAAAIAYKLDR. The MHC is HLA-DQA10102-DQB10602 with pseudo-sequence HLA-DQA10102-DQB10602. The binding affinity (normalized) is 0.649. (2) The peptide sequence is EYVTLKKMREIIGWP. The MHC is H-2-IAd with pseudo-sequence H-2-IAd. The binding affinity (normalized) is 0.